Predict the reaction yield, written as a fraction of the theoretical maximum amount of product (1.0 means a 100% yield; for example, 0.34 means a 34% yield). From a dataset of Reaction yield outcomes from USPTO patents with 853,638 reactions. (1) The reactants are [CH2:1]([O:8][C:9](=[O:29])[NH:10][CH:11]1[CH2:16][CH2:15][N:14]([S:17]([C:20]2[CH:25]=[CH:24][C:23]([N+:26]([O-])=O)=[CH:22][CH:21]=2)(=[O:19])=[O:18])[CH2:13][CH2:12]1)[C:2]1[CH:7]=[CH:6][CH:5]=[CH:4][CH:3]=1.C(O)C.[Cl-].[NH4+]. The catalyst is [Fe].O. The product is [CH2:1]([O:8][C:9](=[O:29])[NH:10][CH:11]1[CH2:12][CH2:13][N:14]([S:17]([C:20]2[CH:21]=[CH:22][C:23]([NH2:26])=[CH:24][CH:25]=2)(=[O:19])=[O:18])[CH2:15][CH2:16]1)[C:2]1[CH:3]=[CH:4][CH:5]=[CH:6][CH:7]=1. The yield is 0.990. (2) The reactants are [Cl:1][C:2]1[CH:10]=[C:9]2[C:5]([C:6]([CH:12]=O)=[CH:7][N:8]2[CH3:11])=[CH:4][CH:3]=1.[CH3:14][N:15]1C2C(=CC=CC=2)C(C)=C1C=O. No catalyst specified. The product is [Cl:1][C:2]1[CH:10]=[C:9]2[C:5]([C:6]([CH2:12][NH:15][CH3:14])=[CH:7][N:8]2[CH3:11])=[CH:4][CH:3]=1. The yield is 0.930. (3) The reactants are [CH3:1][C:2]1[CH:3]=[C:4]([OH:17])[CH:5]=[CH:6][C:7]=1[CH2:8][CH2:9][CH2:10][CH2:11][N:12]1[CH:16]=[CH:15][N:14]=[N:13]1.[H-].[Na+].Cl[CH2:21][C:22]1[CH:23]=[N:24][CH:25]=[C:26]([C:28]2[CH:33]=[CH:32][C:31]([Cl:34])=[CH:30][CH:29]=2)[CH:27]=1.O. The catalyst is CN(C)C=O. The product is [Cl:34][C:31]1[CH:30]=[CH:29][C:28]([C:26]2[CH:25]=[N:24][CH:23]=[C:22]([CH2:21][O:17][C:4]3[CH:5]=[CH:6][C:7]([CH2:8][CH2:9][CH2:10][CH2:11][N:12]4[CH:16]=[CH:15][N:14]=[N:13]4)=[C:2]([CH3:1])[CH:3]=3)[CH:27]=2)=[CH:33][CH:32]=1. The yield is 0.740. (4) The reactants are [F:1][C:2]1[CH:3]=[C:4]([CH:21]=[CH:22][CH:23]=1)[CH2:5][S:6][C:7]1[CH:8]=[C:9]([O:17]COC)[C:10]([O:13]COC)=[N:11][CH:12]=1.Cl. The catalyst is O1CCOCC1. The product is [F:1][C:2]1[CH:3]=[C:4]([CH:21]=[CH:22][CH:23]=1)[CH2:5][S:6][C:7]1[CH:8]=[C:9]([OH:17])[C:10](=[O:13])[NH:11][CH:12]=1. The yield is 0.610. (5) The reactants are O.O.Cl[Sn]Cl.[Cl:6][C:7]1[CH:12]=[C:11]([N+:13]([O-])=O)[CH:10]=[CH:9][C:8]=1[S:16][C:17]1[N:18]([CH3:22])[CH:19]=[CH:20][N:21]=1.Cl. The catalyst is CCO. The product is [Cl:6][C:7]1[CH:12]=[C:11]([NH2:13])[CH:10]=[CH:9][C:8]=1[S:16][C:17]1[N:18]([CH3:22])[CH:19]=[CH:20][N:21]=1. The yield is 0.820. (6) The reactants are [Br:1][C:2]1(Br)[CH2:11][CH2:10][C:9]2[C:4](=[CH:5][CH:6]=[CH:7][C:8]=2[Br:12])[C:3]1=[O:13]. The catalyst is O. The product is [Br:1][CH:2]1[CH2:11][CH2:10][C:9]2[C:4](=[CH:5][CH:6]=[CH:7][C:8]=2[Br:12])[C:3]1=[O:13]. The yield is 0.985. (7) The reactants are [C:1]([C:5]12[CH2:12][CH:9]([CH2:10][CH2:11]1)[CH2:8][CH:7]([C:13]([O:15]C)=[O:14])[CH2:6]2)([O:3]C)=[O:2].O.[OH-].[Li+]. The catalyst is O1CCCC1.C(O)(C)C.O. The product is [C:1]([C:5]12[CH2:12][CH:9]([CH2:10][CH2:11]1)[CH2:8][CH:7]([C:13]([OH:15])=[O:14])[CH2:6]2)([OH:3])=[O:2]. The yield is 0.860.